From a dataset of Forward reaction prediction with 1.9M reactions from USPTO patents (1976-2016). Predict the product of the given reaction. Given the reactants C([O:5][C:6](=[O:42])[CH2:7][N:8]1[C:12]2[CH:13]=[CH:14][C:15]([N:17]([S:29]([C:32]3[CH:37]=[CH:36][C:35]([F:38])=[CH:34][CH:33]=3)(=[O:31])=[O:30])[CH2:18][C:19]3[CH:24]=[CH:23][CH:22]=[C:21]([C:25]([F:28])([F:27])[F:26])[CH:20]=3)=[CH:16][C:11]=2[N:10]=[C:9]1[CH2:39][CH2:40][CH3:41])(C)(C)C.C(O)(C(F)(F)F)=O, predict the reaction product. The product is: [F:38][C:35]1[CH:36]=[CH:37][C:32]([S:29]([N:17]([CH2:18][C:19]2[CH:24]=[CH:23][CH:22]=[C:21]([C:25]([F:26])([F:27])[F:28])[CH:20]=2)[C:15]2[CH:14]=[CH:13][C:12]3[N:8]([CH2:7][C:6]([OH:42])=[O:5])[C:9]([CH2:39][CH2:40][CH3:41])=[N:10][C:11]=3[CH:16]=2)(=[O:31])=[O:30])=[CH:33][CH:34]=1.